Dataset: Forward reaction prediction with 1.9M reactions from USPTO patents (1976-2016). Task: Predict the product of the given reaction. (1) Given the reactants Cl.[CH3:2][C:3]1[CH:4]=[CH:5][C:6]2[O:10][C:9]([C:11]3[CH:12]=[C:13]([NH2:22])[CH:14]=[CH:15][C:16]=3[N:17]3[CH2:21][CH2:20][CH2:19][CH2:18]3)=[N:8][C:7]=2[CH:23]=1.[F:24][C:25]([F:36])([F:35])[C:26]1[CH:34]=[CH:33][CH:32]=[CH:31][C:27]=1[C:28](Cl)=[O:29], predict the reaction product. The product is: [CH3:2][C:3]1[CH:4]=[CH:5][C:6]2[O:10][C:9]([C:11]3[CH:12]=[C:13]([NH:22][C:28](=[O:29])[C:27]4[CH:31]=[CH:32][CH:33]=[CH:34][C:26]=4[C:25]([F:24])([F:35])[F:36])[CH:14]=[CH:15][C:16]=3[N:17]3[CH2:21][CH2:20][CH2:19][CH2:18]3)=[N:8][C:7]=2[CH:23]=1. (2) Given the reactants Cl.[NH2:2][CH:3]1[CH2:7][N:6]([C:8]2[CH:13]=[CH:12][C:11]([O:14][CH2:15][C:16]3[CH:21]=[CH:20][CH:19]=[C:18]([F:22])[CH:17]=3)=[CH:10][CH:9]=2)[C:5](=[O:23])[CH2:4]1.C(N(CC)CC)C.[C:31](Cl)(=[O:33])[CH3:32].[OH-].[NH4+], predict the reaction product. The product is: [F:22][C:18]1[CH:17]=[C:16]([CH:21]=[CH:20][CH:19]=1)[CH2:15][O:14][C:11]1[CH:10]=[CH:9][C:8]([N:6]2[C:5](=[O:23])[CH2:4][CH:3]([NH:2][C:31](=[O:33])[CH3:32])[CH2:7]2)=[CH:13][CH:12]=1.